Dataset: Reaction yield outcomes from USPTO patents with 853,638 reactions. Task: Predict the reaction yield, written as a fraction of the theoretical maximum amount of product (1.0 means a 100% yield; for example, 0.34 means a 34% yield). (1) The reactants are [Br:1][C:2]1[CH:8]=[CH:7][C:6]([O:9][CH3:10])=[CH:5][C:3]=1[NH2:4].[C:11]([O:14][C:15]1[CH2:16][C:17](=[O:22])O[C:19](=[O:21])[CH:20]=1)(=[O:13])[CH3:12].[C:23](O)(=O)C. No catalyst specified. The product is [C:11]([O:14][C:15](=[CH:20][C:19](=[O:21])[CH3:23])[CH2:16][C:17]([NH:4][C:3]1[CH:5]=[C:6]([O:9][CH3:10])[CH:7]=[CH:8][C:2]=1[Br:1])=[O:22])(=[O:13])[CH3:12]. The yield is 0.710. (2) The reactants are [F:1][C:2]1[CH:7]=[CH:6][C:5]([S:8][CH2:9][CH2:10][CH2:11][C:12]([NH:14][C:15]2[CH:24]=[CH:23][CH:22]=[C:21]3[C:16]=2[CH:17]=[CH:18][N:19]=[CH:20]3)=[O:13])=[CH:4][CH:3]=1.[H-].[Na+].I[CH3:28].O. The catalyst is CN(C)C=O. The product is [F:1][C:2]1[CH:3]=[CH:4][C:5]([S:8][CH2:9][CH2:10][CH2:11][C:12]([N:14]([C:15]2[CH:24]=[CH:23][CH:22]=[C:21]3[C:16]=2[CH:17]=[CH:18][N:19]=[CH:20]3)[CH3:28])=[O:13])=[CH:6][CH:7]=1. The yield is 0.300. (3) The reactants are [Cl:1][C:2]1[CH:19]=[CH:18][C:5]2[N:6]3[CH:17]=[CH:16][CH:15]=[C:7]3[C:8]3([CH2:14][CH2:13][NH:12][CH2:11][CH2:10]3)[O:9][C:4]=2[CH:3]=1.CCN(CC)CC.[F:27][C:28]([F:39])([F:38])[C:29](O[C:29](=[O:30])[C:28]([F:39])([F:38])[F:27])=[O:30]. The catalyst is C1COCC1.CN(C1C=CN=CC=1)C. The product is [Cl:1][C:2]1[CH:19]=[CH:18][C:5]2[N:6]3[CH:17]=[CH:16][CH:15]=[C:7]3[C:8]3([CH2:10][CH2:11][N:12]([C:29](=[O:30])[C:28]([F:39])([F:38])[F:27])[CH2:13][CH2:14]3)[O:9][C:4]=2[CH:3]=1. The yield is 0.850. (4) The reactants are [C:1]([C:4]1[C:9](=[O:10])[C:8]([O:11][CH3:12])=[CH:7][N:6]([C:13]2[CH:18]=[C:17]([F:19])[C:16]([Br:20])=[CH:15][C:14]=2[F:21])[N:5]=1)(=O)[CH3:2].[CH3:22]OC(OC)N(C)C.[C:30]1([NH:36][NH2:37])[CH:35]=[CH:34][CH:33]=[CH:32][CH:31]=1. No catalyst specified. The product is [Br:20][C:16]1[C:17]([F:19])=[CH:18][C:13]([N:6]2[CH:7]=[C:8]([O:11][CH3:12])[C:9](=[O:10])[C:4]([C:1]3[N:36]([C:30]4[CH:35]=[CH:34][CH:33]=[CH:32][CH:31]=4)[N:37]=[CH:22][CH:2]=3)=[N:5]2)=[C:14]([F:21])[CH:15]=1. The yield is 0.230. (5) The yield is 0.480. The catalyst is C(Cl)Cl. The product is [CH2:12]([O:19][C:20]1[CH:29]=[C:28]2[C:23]([C:34]([Cl:37])=[CH:1][CH:26]=[N:27]2)=[CH:22][C:21]=1[O:31][CH3:32])[C:13]1[CH:18]=[CH:17][CH:16]=[CH:15][CH:14]=1. The reactants are [CH3:1]N(C=O)C.C(Cl)(=O)C(Cl)=O.[CH2:12]([O:19][C:20]1[CH:29]=[C:28]2[C:23](C(=O)N[CH:26]=[N:27]2)=[CH:22][C:21]=1[O:31][CH3:32])[C:13]1[CH:18]=[CH:17][CH:16]=[CH:15][CH:14]=1.O.[CH:34]([Cl:37])(Cl)Cl. (6) The reactants are [CH3:1][O:2][C:3]1[CH:4]=[CH:5][C:6]2[O:11][CH2:10][C:9](=[O:12])[NH:8][C:7]=2[CH:13]=1.[H-].[Na+].Br[CH2:17][C:18]([O:20][CH2:21][CH3:22])=[O:19].FC(F)(F)C(O)=O. The catalyst is O1CCCC1.CC#N.O. The product is [CH2:21]([O:20][C:18](=[O:19])[CH2:17][N:8]1[C:7]2[CH:13]=[C:3]([O:2][CH3:1])[CH:4]=[CH:5][C:6]=2[O:11][CH2:10][C:9]1=[O:12])[CH3:22]. The yield is 0.600. (7) The reactants are [S:1]1[C:5]2[CH:6]=[CH:7][CH:8]=[CH:9][C:4]=2[N:3]=[C:2]1[S:10][CH2:11][C:12]([OH:14])=O.[CH3:15][C:16]1[CH:17]=[CH:18][CH:19]=[C:20]2[C:25]=1[NH:24][CH2:23][CH2:22][CH2:21]2. No catalyst specified. The product is [S:1]1[C:5]2[CH:6]=[CH:7][CH:8]=[CH:9][C:4]=2[N:3]=[C:2]1[S:10][CH2:11][C:12]([N:24]1[C:25]2[C:20](=[CH:19][CH:18]=[CH:17][C:16]=2[CH3:15])[CH2:21][CH2:22][CH2:23]1)=[O:14]. The yield is 0.390. (8) The reactants are [NH2:1][C:2]1[C:7]([O:8][C:9]2[CH:10]=[C:11]([CH:17]=[CH:18][C:19]=2[Cl:20])[C:12]([O:14][CH2:15][CH3:16])=[O:13])=[CH:6][C:5]([Br:21])=[CH:4][N:3]=1.[C:22]([N:30]=[C:31]=[S:32])(=[O:29])[C:23]1[CH:28]=[CH:27][CH:26]=[CH:25][CH:24]=1. The catalyst is C1COCC1. The product is [C:22]([NH:30][C:31](=[S:32])[NH:1][C:2]1[C:7]([O:8][C:9]2[CH:10]=[C:11]([CH:17]=[CH:18][C:19]=2[Cl:20])[C:12]([O:14][CH2:15][CH3:16])=[O:13])=[CH:6][C:5]([Br:21])=[CH:4][N:3]=1)(=[O:29])[C:23]1[CH:28]=[CH:27][CH:26]=[CH:25][CH:24]=1. The yield is 0.510. (9) The reactants are [CH:1]([NH:4][C:5]([C:7]1[C:15]2[C:10](=[N:11][CH:12]=[C:13](Br)[N:14]=2)[N:9]([CH2:17][O:18][CH2:19][CH2:20][Si:21]([CH3:24])([CH3:23])[CH3:22])[CH:8]=1)=[O:6])([CH3:3])[CH3:2].[CH3:25][C:26]1[N:31]=[C:30]([OH:32])[CH:29]=[CH:28][CH:27]=1.C([O-])([O-])=O.[Cs+].[Cs+]. The catalyst is CN(C=O)C. The product is [CH:1]([NH:4][C:5]([C:7]1[C:15]2[C:10](=[N:11][CH:12]=[C:13]([O:32][C:30]3[CH:29]=[CH:28][CH:27]=[C:26]([CH3:25])[N:31]=3)[N:14]=2)[N:9]([CH2:17][O:18][CH2:19][CH2:20][Si:21]([CH3:24])([CH3:23])[CH3:22])[CH:8]=1)=[O:6])([CH3:3])[CH3:2]. The yield is 0.610.